Dataset: Forward reaction prediction with 1.9M reactions from USPTO patents (1976-2016). Task: Predict the product of the given reaction. (1) Given the reactants C(OC([C:6]1[O:10][C:9]([CH2:11][NH:12][C:13]([C:15]2[CH:19]=[C:18]([NH:20][C:21](=[O:31])[C:22]3[CH:27]=[C:26]([F:28])[C:25]([F:29])=[CH:24][C:23]=3[Cl:30])[NH:17][N:16]=2)=[O:14])=[N:8][N:7]=1)=O)C.[CH3:32][O-:33].[Na+].CO.Cl.O.[NH3:39].[CH3:40]O, predict the reaction product. The product is: [C:32]([CH2:40][C:6]1[O:10][C:9]([CH2:11][NH:12][C:13]([C:15]2[CH:19]=[C:18]([NH:20][C:21](=[O:31])[C:22]3[CH:27]=[C:26]([F:28])[C:25]([F:29])=[CH:24][C:23]=3[Cl:30])[NH:17][N:16]=2)=[O:14])=[N:8][N:7]=1)(=[O:33])[NH2:39]. (2) Given the reactants C([O:3][C:4](=[O:31])[CH:5]([C:23]1[CH:24]=[N:25][C:26]([O:29][CH3:30])=[N:27][CH:28]=1)[CH2:6][CH2:7][CH2:8][CH2:9][CH2:10][CH2:11][CH2:12][C:13]1[CH:22]=[CH:21][C:20]2[CH2:19][CH2:18][CH2:17][NH:16][C:15]=2[N:14]=1)C.[OH-].[Na+].Cl, predict the reaction product. The product is: [CH3:30][O:29][C:26]1[N:27]=[CH:28][C:23]([CH:5]([CH2:6][CH2:7][CH2:8][CH2:9][CH2:10][CH2:11][CH2:12][C:13]2[CH:22]=[CH:21][C:20]3[CH2:19][CH2:18][CH2:17][NH:16][C:15]=3[N:14]=2)[C:4]([OH:31])=[O:3])=[CH:24][N:25]=1. (3) Given the reactants S(Cl)([Cl:3])=O.[C:5]([C:8]1[C:16]2[C:11](=[CH:12][CH:13]=[CH:14][CH:15]=2)[N:10]([C:17]2[C:26]3[C:21](=[CH:22][C:23]([C:27]([F:30])([F:29])[F:28])=[CH:24][CH:25]=3)[N:20]=[CH:19][CH:18]=2)[CH:9]=1)(O)=[O:6], predict the reaction product. The product is: [ClH:3].[Cl:3][C:5]([C:8]1[C:16]2[C:11](=[CH:12][CH:13]=[CH:14][CH:15]=2)[N:10]([C:17]2[C:26]3[C:21](=[CH:22][C:23]([C:27]([F:30])([F:29])[F:28])=[CH:24][CH:25]=3)[N:20]=[CH:19][CH:18]=2)[CH:9]=1)=[O:6]. (4) Given the reactants [Br:1][C:2]12[CH2:12][C:6]3(CO)[CH2:7][C:8]([CH3:11])([CH2:10][C:4]([CH3:15])([CH2:5]3)[CH2:3]1)[CH2:9]2.[NH:16]1[CH:20]=[CH:19][CH:18]=[N:17]1.C(C=P(CCCC)(CCCC)CCCC)#N, predict the reaction product. The product is: [Br:1][C:2]12[CH2:12][C:6]3([N:16]4[CH:20]=[CH:19][CH:18]=[N:17]4)[CH2:5][C:4]([CH3:15])([CH2:10][C:8]([CH3:11])([CH2:7]3)[CH2:9]1)[CH2:3]2. (5) The product is: [CH3:1][C:2]1([CH3:23])[NH:7][C:6](=[O:8])[C:5]2[S:9][C:10]([N:12]3[C:17]4[CH:18]=[C:19]([O:22][C:25]5[N:26]=[C:27]([C:31]([OH:33])=[O:32])[CH:28]=[CH:29][CH:30]=5)[CH:20]=[CH:21][C:16]=4[O:15][CH2:14][CH2:13]3)=[N:11][C:4]=2[CH2:3]1. Given the reactants [CH3:1][C:2]1([CH3:23])[NH:7][C:6](=[O:8])[C:5]2[S:9][C:10]([N:12]3[C:17]4[CH:18]=[C:19]([OH:22])[CH:20]=[CH:21][C:16]=4[O:15][CH2:14][CH2:13]3)=[N:11][C:4]=2[CH2:3]1.F[C:25]1[CH:30]=[CH:29][CH:28]=[C:27]([C:31]([OH:33])=[O:32])[N:26]=1.CC(C)([O-])C.[Na+], predict the reaction product. (6) Given the reactants [Cl:1][C:2]1[N:3]=[C:4](Cl)[C:5]2[CH2:10][CH2:9][CH:8]([C:11]3[CH:16]=[CH:15][C:14]([F:17])=[CH:13][CH:12]=3)[C:6]=2[N:7]=1.[CH3:19][NH:20][CH3:21], predict the reaction product. The product is: [Cl:1][C:2]1[N:3]=[C:4]([N:20]([CH3:21])[CH3:19])[C:5]2[CH2:10][CH2:9][CH:8]([C:11]3[CH:16]=[CH:15][C:14]([F:17])=[CH:13][CH:12]=3)[C:6]=2[N:7]=1. (7) The product is: [CH3:5][NH:6][CH:7]([C:11]1[CH:16]=[CH:15][CH:14]=[CH:13][CH:12]=1)[C:8]([O:10][CH3:17])=[O:9]. Given the reactants S(Cl)(Cl)=O.[CH3:5][NH:6][CH:7]([C:11]1[CH:16]=[CH:15][CH:14]=[CH:13][CH:12]=1)[C:8]([OH:10])=[O:9].[CH3:17]O, predict the reaction product. (8) Given the reactants C(O[C:5](=[O:7])[CH3:6])(=O)C.[NH:8]1[C:12]2[CH:13]=[CH:14][CH:15]=[CH:16][C:11]=2[N:10]=[C:9]1[C:17]1[C:21]([NH2:22])=[CH:20][NH:19][N:18]=1, predict the reaction product. The product is: [NH:10]1[C:11]2[CH:16]=[CH:15][CH:14]=[CH:13][C:12]=2[N:8]=[C:9]1[C:17]1[C:21]([NH:22][C:5](=[O:7])[CH3:6])=[CH:20][NH:19][N:18]=1.